This data is from Full USPTO retrosynthesis dataset with 1.9M reactions from patents (1976-2016). The task is: Predict the reactants needed to synthesize the given product. (1) The reactants are: [C:1]([O:5][C:6](=[O:29])[NH:7][C:8]([CH3:28])([CH2:25][CH2:26][CH3:27])[CH2:9][NH:10][C:11]([C:13]1[C:14]([CH3:24])=[N:15][N:16]2[C:21]([OH:22])=[CH:20][C:19]([CH3:23])=[CH:18][C:17]=12)=[O:12])([CH3:4])([CH3:3])[CH3:2].C(=O)([O-])[O-].[Cs+].[Cs+].Br[CH2:37][CH2:38][CH:39]([C:44]([F:47])([F:46])[F:45])[C:40]([F:43])([F:42])[F:41]. Given the product [C:1]([O:5][C:6](=[O:29])[NH:7][C:8]([CH3:28])([CH2:25][CH2:26][CH3:27])[CH2:9][NH:10][C:11]([C:13]1[C:14]([CH3:24])=[N:15][N:16]2[C:21]([O:22][CH2:37][CH2:38][CH:39]([C:40]([F:41])([F:42])[F:43])[C:44]([F:45])([F:47])[F:46])=[CH:20][C:19]([CH3:23])=[CH:18][C:17]=12)=[O:12])([CH3:4])([CH3:3])[CH3:2], predict the reactants needed to synthesize it. (2) Given the product [CH:44]1([NH:43][C:41](=[O:42])[CH2:40][O:22][C:18]2[CH:17]=[C:16]([S:13]([N:12]3[C:8]([C:3]4[CH:4]=[CH:5][CH:6]=[CH:7][C:2]=4[F:1])=[CH:9][C:10]([CH2:23][N:24]([CH3:32])[C:25](=[O:31])[O:26][C:27]([CH3:28])([CH3:29])[CH3:30])=[CH:11]3)(=[O:14])=[O:15])[CH:21]=[CH:20][CH:19]=2)[CH2:46][CH2:45]1, predict the reactants needed to synthesize it. The reactants are: [F:1][C:2]1[CH:7]=[CH:6][CH:5]=[CH:4][C:3]=1[C:8]1[N:12]([S:13]([C:16]2[CH:21]=[CH:20][CH:19]=[C:18]([OH:22])[CH:17]=2)(=[O:15])=[O:14])[CH:11]=[C:10]([CH2:23][N:24]([CH3:32])[C:25](=[O:31])[O:26][C:27]([CH3:30])([CH3:29])[CH3:28])[CH:9]=1.C(=O)([O-])[O-].[Cs+].[Cs+].Br[CH2:40][C:41]([NH:43][CH:44]1[CH2:46][CH2:45]1)=[O:42].O. (3) Given the product [F:1][C:2]([F:7])([F:6])[C@H:3]([CH3:4])[O:5][C:9]1[CH:14]=[CH:13][C:12]([NH2:15])=[CH:11][CH:10]=1, predict the reactants needed to synthesize it. The reactants are: [F:1][C:2]([F:7])([F:6])[C@@H:3]([OH:5])[CH3:4].F[C:9]1[CH:14]=[CH:13][C:12]([N+:15]([O-])=O)=[CH:11][CH:10]=1. (4) Given the product [CH3:1][S:2](=[N:18][C:17]#[N:16])[CH:4]([C:6]1[CH:11]=[N:10][C:9]([C:12]([F:15])([F:14])[F:13])=[CH:8][CH:7]=1)[CH3:5], predict the reactants needed to synthesize it. The reactants are: [CH3:1][S:2]([CH:4]([C:6]1[CH:7]=[CH:8][C:9]([C:12]([F:15])([F:14])[F:13])=[N:10][CH:11]=1)[CH3:5])=O.[N:16]#[C:17][NH2:18].C(O)(=O)C.C(O)(=O)C.IC1C=CC=CC=1.